Task: Predict which catalyst facilitates the given reaction.. Dataset: Catalyst prediction with 721,799 reactions and 888 catalyst types from USPTO (1) Reactant: [CH:1]([C:3]1[C:12]2[C:7](=[CH:8][CH:9]=[CH:10][CH:11]=2)[C:6]([CH2:13][N:14]2[C:22](=[O:23])[C:21]3[C:16](=[CH:17][CH:18]=[CH:19][CH:20]=3)[C:15]2=[O:24])=[CH:5][CH:4]=1)=[CH2:2].Br[CH:26]([C:31]1[CH:36]=[C:35]([Cl:37])[C:34]([Cl:38])=[C:33]([Cl:39])[CH:32]=1)[C:27]([F:30])([F:29])[F:28].N1C=CC=CC=1C1C=CC=CN=1. Product: [F:30][C:27]([F:28])([F:29])[CH:26]([C:31]1[CH:32]=[C:33]([Cl:39])[C:34]([Cl:38])=[C:35]([Cl:37])[CH:36]=1)/[CH:2]=[CH:1]/[C:3]1[C:12]2[C:7](=[CH:8][CH:9]=[CH:10][CH:11]=2)[C:6]([CH2:13][N:14]2[C:22](=[O:23])[C:21]3[C:16](=[CH:17][CH:18]=[CH:19][CH:20]=3)[C:15]2=[O:24])=[CH:5][CH:4]=1. The catalyst class is: 482. (2) Reactant: Br[C:2]1[CH:3]=[C:4]2[C:9](=[CH:10][CH:11]=1)[NH:8][C:7](=[O:12])[C:6]([O:13][CH3:14])=[CH:5]2.[F:15][C:16]1[CH:21]=[CH:20][C:19](B(O)O)=[CH:18][CH:17]=1.C([O-])([O-])=O.[Na+].[Na+]. Product: [F:15][C:16]1[CH:21]=[CH:20][C:19]([C:2]2[CH:3]=[C:4]3[C:9](=[CH:10][CH:11]=2)[NH:8][C:7](=[O:12])[C:6]([O:13][CH3:14])=[CH:5]3)=[CH:18][CH:17]=1. The catalyst class is: 70. (3) The catalyst class is: 6. Reactant: C1COCC1.[N:6]([CH2:9][C:10]1[CH:15]=[C:14]([Br:16])[CH:13]=[CH:12][C:11]=1[Cl:17])=[N+]=[N-].C1(P(C2C=CC=CC=2)C2C=CC=CC=2)C=CC=CC=1. Product: [ClH:17].[Br:16][C:14]1[CH:13]=[CH:12][C:11]([Cl:17])=[C:10]([CH2:9][NH2:6])[CH:15]=1. (4) Reactant: [F:1][C:2]1[CH:7]=[C:6]([F:8])[CH:5]=[CH:4][C:3]=1[N:9]1[C:16]2[C@@H:15]3[CH2:17][C@@H:14]3[CH2:13][C:12]=2[C:11]([C:18](O)=[O:19])=[N:10]1.CN(C(ON1N=NC2C=CC=NC1=2)=[N+](C)C)C.F[P-](F)(F)(F)(F)F.CCN(C(C)C)C(C)C.[CH3:54][O:55][C:56]1[N:61]=[CH:60][C:59]([C:62]([NH2:65])([CH3:64])[CH3:63])=[CH:58][CH:57]=1. Product: [O:55]([C:56]1[N:61]=[CH:60][C:59]([C:62]([NH:65][C:18]([C:11]2[C:12]3[CH2:13][C@H:14]4[CH2:17][C@H:15]4[C:16]=3[N:9]([C:3]3[CH:4]=[CH:5][C:6]([F:8])=[CH:7][C:2]=3[F:1])[N:10]=2)=[O:19])([CH3:63])[CH3:64])=[CH:58][CH:57]=1)[CH3:54]. The catalyst class is: 3. (5) Reactant: [CH2:1]([N:3]([CH2:7][CH3:8])[CH2:4][CH2:5][NH2:6])[CH3:2].Cl[C:10]1[N:11]=[N+:12]([O-:23])[C:13]2[C:22]3[CH2:21][CH2:20][CH2:19][C:18]=3[CH:17]=[CH:16][C:14]=2[N:15]=1. Product: [CH2:1]([N:3]([CH2:7][CH3:8])[CH2:4][CH2:5][NH:6][C:10]1[N:11]=[N+:12]([O-:23])[C:13]2[C:22]3[CH2:21][CH2:20][CH2:19][C:18]=3[CH:17]=[CH:16][C:14]=2[N:15]=1)[CH3:2]. The catalyst class is: 57. (6) Reactant: [Cl:1][C:2]1[CH:3]=[C:4]([C:12]([O:14][NH:15][C:16]([C:18]2[CH:19]=[CH:20][C:21]([O:27]COCC[Si](C)(C)C)=[C:22]3[O:26][CH:25]=[CH:24][C:23]=23)=[NH:17])=O)[CH:5]=[N:6][C:7]=1[O:8][CH:9]([CH3:11])[CH3:10].CCCC[N+](CCCC)(CCCC)CCCC.[F-].CCOC(C)=O. Product: [Cl:1][C:2]1[CH:3]=[C:4]([C:12]2[O:14][N:15]=[C:16]([C:18]3[C:23]4[CH:24]=[CH:25][O:26][C:22]=4[C:21]([OH:27])=[CH:20][CH:19]=3)[N:17]=2)[CH:5]=[N:6][C:7]=1[O:8][CH:9]([CH3:11])[CH3:10]. The catalyst class is: 1. (7) Reactant: [Br:1][C:2]1[CH:3]=[CH:4][C:5]2[N:6]([CH2:16][CH2:17][CH2:18][N:19]([C:32]3[CH:37]=[CH:36][CH:35]=[CH:34][CH:33]=3)S(C3C=CC=CC=3[N+]([O-])=O)(=O)=O)[C:7]3[C:12]([C:13]=2[CH:14]=1)=[CH:11][C:10]([Br:15])=[CH:9][CH:8]=3.C(=O)([O-])[O-].[Cs+].[Cs+].C1(S)C=CC=CC=1. Product: [Br:1][C:2]1[CH:3]=[CH:4][C:5]2[N:6]([CH2:16][CH2:17][CH2:18][NH:19][C:32]3[CH:33]=[CH:34][CH:35]=[CH:36][CH:37]=3)[C:7]3[C:12]([C:13]=2[CH:14]=1)=[CH:11][C:10]([Br:15])=[CH:9][CH:8]=3. The catalyst class is: 1. (8) Reactant: [NH2:1][C:2]1[C:7]([C:8]#[N:9])=[C:6]([C:10]2[CH:14]=[CH:13][NH:12][N:11]=2)[C:5]([C:15]#[N:16])=[C:4]([SH:17])[N:3]=1.Cl[CH2:19][C:20]1[N:21]=[C:22]([C:25]2[CH:30]=[CH:29][C:28]([Cl:31])=[CH:27][CH:26]=2)[S:23][CH:24]=1.C(=O)(O)[O-].[Na+].O. Product: [NH2:1][C:2]1[C:7]([C:8]#[N:9])=[C:6]([C:10]2[CH:14]=[CH:13][NH:12][N:11]=2)[C:5]([C:15]#[N:16])=[C:4]([S:17][CH2:19][C:20]2[N:21]=[C:22]([C:25]3[CH:30]=[CH:29][C:28]([Cl:31])=[CH:27][CH:26]=3)[S:23][CH:24]=2)[N:3]=1. The catalyst class is: 9. (9) Reactant: [O:1]=[C:2]1[C:11]2[C:6](=[CH:7][CH:8]=[CH:9][CH:10]=2)[CH2:5][C:4](=[O:12])[N:3]1[CH2:13][C:14]([OH:16])=O.[Cl:17]C(Cl)OCC. Product: [O:1]=[C:2]1[C:11]2[C:6](=[CH:7][CH:8]=[CH:9][CH:10]=2)[CH2:5][C:4](=[O:12])[N:3]1[CH2:13][C:14]([Cl:17])=[O:16]. The catalyst class is: 22. (10) Reactant: [Cl:1][C:2]1[C:3]2[N:4]([CH:12]=[C:13]([C:15]([OH:17])=O)[N:14]=2)[CH:5]=[C:6]([C:8]([F:11])([F:10])[F:9])[CH:7]=1.CCN=C=NCCCN(C)C.Cl.C1C=CC2N(O)N=NC=2C=1.[CH2:40]([C:43]1[C:52]([Cl:53])=[CH:51][C:46]([C:47](=[N:49]O)[NH2:48])=[C:45]([Cl:54])[CH:44]=1)[CH:41]=[CH2:42]. Product: [CH2:40]([C:43]1[C:52]([Cl:53])=[CH:51][C:46]([C:47]2[N:49]=[C:15]([C:13]3[N:14]=[C:3]4[C:2]([Cl:1])=[CH:7][C:6]([C:8]([F:9])([F:10])[F:11])=[CH:5][N:4]4[CH:12]=3)[O:17][N:48]=2)=[C:45]([Cl:54])[CH:44]=1)[CH:41]=[CH2:42]. The catalyst class is: 3.